This data is from Reaction yield outcomes from USPTO patents with 853,638 reactions. The task is: Predict the reaction yield, written as a fraction of the theoretical maximum amount of product (1.0 means a 100% yield; for example, 0.34 means a 34% yield). (1) The reactants are [CH2:1]([O:3][C:4]([C:6]1[CH:7]([C:18]([F:21])([F:20])[F:19])[O:8][C:9]2[C:14]([CH:15]=1)=[CH:13][C:12]([Cl:16])=[CH:11][C:10]=2I)=[O:5])[CH3:2].[C:22]1([C:28]#[CH:29])[CH:27]=[CH:26][CH:25]=[CH:24][CH:23]=1. The catalyst is C1C=CC([P]([Pd]([P](C2C=CC=CC=2)(C2C=CC=CC=2)C2C=CC=CC=2)([P](C2C=CC=CC=2)(C2C=CC=CC=2)C2C=CC=CC=2)[P](C2C=CC=CC=2)(C2C=CC=CC=2)C2C=CC=CC=2)(C2C=CC=CC=2)C2C=CC=CC=2)=CC=1.[Cu]I. The product is [Cl:16][C:12]1[CH:13]=[C:14]2[C:9](=[C:10]([C:29]#[C:28][C:22]3[CH:27]=[CH:26][CH:25]=[CH:24][CH:23]=3)[CH:11]=1)[O:8][CH:7]([C:18]([F:21])([F:20])[F:19])[C:6]([C:4]([O:3][CH2:1][CH3:2])=[O:5])=[CH:15]2. The yield is 0.880. (2) The catalyst is O1CCCC1.O.C(OCC)(=O)C.CS(C)=O. The product is [O:36]1[CH:40]=[CH:39][C:38]([O:1][C@H:2]2[CH2:7][CH2:6][C@H:5]([N:8]3[C:13](=[O:14])[C:12]([CH2:15][C:16]4[CH:21]=[CH:20][C:19]([C:22]5[CH:27]=[CH:26][CH:25]=[CH:24][C:23]=5[C:28]5[NH:62][C:63](=[O:64])[O:65][N:29]=5)=[CH:18][CH:17]=4)=[C:11]([CH2:30][CH2:31][CH3:32])[N:10]4[N:33]=[CH:34][N:35]=[C:9]34)[CH2:4][CH2:3]2)=[N:37]1. The reactants are [OH:1][C@@H:2]1[CH2:7][CH2:6][C@H:5]([N:8]2[C:13](=[O:14])[C:12]([CH2:15][C:16]3[CH:21]=[CH:20][C:19]([C:22]4[C:23]([C:28]#[N:29])=[CH:24][CH:25]=[CH:26][CH:27]=4)=[CH:18][CH:17]=3)=[C:11]([CH2:30][CH2:31][CH3:32])[N:10]3[N:33]=[CH:34][N:35]=[C:9]23)[CH2:4][CH2:3]1.[O:36]1[CH:40]=[CH:39][C:38](O)=[N:37]1.C1(P(C2C=CC=CC=2)C2C=CC=CC=2)C=CC=CC=1.[N:62]([C:63]([O:65]C(C)C)=[O:64])=[N:62][C:63]([O:65]C(C)C)=[O:64].Cl.[Cl-].O[NH3+].C(=O)([O-])O.[Na+]. The yield is 0.180. (3) The reactants are [C:1]([O:5][C:6](=[O:26])[NH:7][C:8]1[S:9][CH2:10][CH2:11][C@@:12]([CH2:24][CH3:25])([C:14]2[CH:19]=[C:18]([N+:20]([O-])=O)[CH:17]=[CH:16][C:15]=2[F:23])[N:13]=1)([CH3:4])([CH3:3])[CH3:2].OCC1(OC[C@@H](O)[C@@H](O)[C@H]1O)O. The catalyst is CO.[Pd]. The product is [C:1]([O:5][C:6](=[O:26])[NH:7][C:8]1[S:9][CH2:10][CH2:11][C@:12]([C:14]2[CH:19]=[C:18]([NH2:20])[CH:17]=[CH:16][C:15]=2[F:23])([CH2:24][CH3:25])[N:13]=1)([CH3:2])([CH3:3])[CH3:4]. The yield is 0.740. (4) The reactants are [C:1]([O:5][C:6]([NH:8][C@@H:9]1[C@H:13]([CH2:14][OH:15])[CH2:12][N:11]([C:16]([O:18][CH2:19][C:20]2[CH:25]=[CH:24][CH:23]=[CH:22][CH:21]=2)=[O:17])[CH2:10]1)=[O:7])([CH3:4])([CH3:3])[CH3:2].[CH3:26][S:27](Cl)(=[O:29])=[O:28]. No catalyst specified. The product is [C:1]([O:5][C:6]([NH:8][C@@H:9]1[C@H:13]([CH2:14][O:15][S:27]([CH3:26])(=[O:29])=[O:28])[CH2:12][N:11]([C:16]([O:18][CH2:19][C:20]2[CH:21]=[CH:22][CH:23]=[CH:24][CH:25]=2)=[O:17])[CH2:10]1)=[O:7])([CH3:4])([CH3:2])[CH3:3]. The yield is 0.990. (5) The reactants are [CH3:1][CH:2]1[CH2:6][CH2:5][CH2:4][N:3]1[C:7]1[N:12]=[C:11]([NH:13][C:14]2[C:15]3[N:16]([N:30]=[CH:31][N:32]=3)[CH:17]=[C:18]([C:20]3[CH:29]=[CH:28][C:23]([C:24]([O:26]C)=[O:25])=[CH:22][CH:21]=3)[CH:19]=2)[CH:10]=[CH:9][CH:8]=1.[OH-].[Na+].Cl. The catalyst is CO.C1COCC1.O. The product is [CH3:1][CH:2]1[CH2:6][CH2:5][CH2:4][N:3]1[C:7]1[N:12]=[C:11]([NH:13][C:14]2[C:15]3[N:16]([N:30]=[CH:31][N:32]=3)[CH:17]=[C:18]([C:20]3[CH:29]=[CH:28][C:23]([C:24]([OH:26])=[O:25])=[CH:22][CH:21]=3)[CH:19]=2)[CH:10]=[CH:9][CH:8]=1. The yield is 0.862. (6) The reactants are [OH:1][C:2]1[CH:11]=[CH:10][C:5]([C:6]([O:8]C)=[O:7])=[CH:4][CH:3]=1.[CH:12]1([CH2:15][CH2:16]O)[CH2:14][CH2:13]1.C1(P(C2C=CC=CC=2)C2C=CC=CC=2)C=CC=CC=1.N(C(OCC)=O)=NC(OCC)=O.[OH-].[Li+].Cl. The catalyst is C1COCC1.C(O)C.O. The product is [CH:12]1([CH2:15][CH2:16][O:1][C:2]2[CH:11]=[CH:10][C:5]([C:6]([OH:8])=[O:7])=[CH:4][CH:3]=2)[CH2:14][CH2:13]1. The yield is 0.780. (7) The product is [CH3:23][S:24]([O:15][CH2:14][CH:13]1[CH2:12][CH:11]2[CH:9]([CH2:10]2)[N:8]1[C:4]1[CH:5]=[N:6][CH:7]=[C:2]([Br:1])[CH:3]=1)(=[O:26])=[O:25]. The catalyst is ClCCl. The reactants are [Br:1][C:2]1[CH:3]=[C:4]([N:8]2[CH:13]([CH2:14][OH:15])[CH2:12][CH:11]3[CH:9]2[CH2:10]3)[CH:5]=[N:6][CH:7]=1.C(N(CC)CC)C.[CH3:23][S:24](Cl)(=[O:26])=[O:25]. The yield is 0.900.